From a dataset of Full USPTO retrosynthesis dataset with 1.9M reactions from patents (1976-2016). Predict the reactants needed to synthesize the given product. (1) Given the product [CH:11]1([N:10]2[C:4]([C:3]3[CH:14]=[CH:15][CH:16]=[CH:17][C:2]=3[F:1])=[N:6][NH:7][C:8]2=[O:9])[CH2:13][CH2:12]1, predict the reactants needed to synthesize it. The reactants are: [F:1][C:2]1[CH:17]=[CH:16][CH:15]=[CH:14][C:3]=1[C:4]([NH:6][NH:7][C:8]([NH:10][CH:11]1[CH2:13][CH2:12]1)=[O:9])=O.Cl. (2) Given the product [CH2:7]([O:9][C:10](=[O:13])[CH2:11][O:4][CH2:1][C:2]#[CH:3])[CH3:8], predict the reactants needed to synthesize it. The reactants are: [CH2:1]([OH:4])[C:2]#[CH:3].[H-].[Na+].[CH2:7]([O:9][C:10](=[O:13])[CH2:11]Br)[CH3:8].Cl. (3) Given the product [CH3:22][C:20]1[CH:19]=[N:18][N:17]([CH2:16][C:13]2[CH:14]=[CH:15][C:10]([C:8]([C:4]3[CH:5]=[N:6][CH:7]=[C:2]([CH:3]=3)[C:23]#[N:24])=[O:9])=[CH:11][CH:12]=2)[CH:21]=1, predict the reactants needed to synthesize it. The reactants are: Br[C:2]1[CH:3]=[C:4]([C:8]([C:10]2[CH:15]=[CH:14][C:13]([CH2:16][N:17]3[CH:21]=[C:20]([CH3:22])[CH:19]=[N:18]3)=[CH:12][CH:11]=2)=[O:9])[CH:5]=[N:6][CH:7]=1.[C:23]([Zn]C#N)#[N:24]. (4) Given the product [S:6]1[CH:10]=[CH:9][N:8]=[C:7]1[C:17]1([OH:20])[CH2:18][CH2:19][C:14]2([O:21][CH2:11][CH2:12][O:13]2)[CH2:15][CH2:16]1, predict the reactants needed to synthesize it. The reactants are: C([Li])CCC.[S:6]1[CH:10]=[CH:9][N:8]=[CH:7]1.[CH2:11]1[O:21][C:14]2([CH2:19][CH2:18][C:17](=[O:20])[CH2:16][CH2:15]2)[O:13][CH2:12]1.O. (5) Given the product [CH3:1][N:2]([CH3:16])[S:3]([C:6]1[CH:7]=[C:8]2[C:12](=[CH:13][CH:14]=1)[NH:11][C:10](=[O:15])[C:9]2=[CH:26][C:19]1[C:20]2[C:25](=[CH:24][CH:23]=[CH:22][CH:21]=2)[NH:17][CH:18]=1)(=[O:5])=[O:4], predict the reactants needed to synthesize it. The reactants are: [CH3:1][N:2]([CH3:16])[S:3]([C:6]1[CH:7]=[C:8]2[C:12](=[CH:13][CH:14]=1)[NH:11][C:10](=[O:15])[CH2:9]2)(=[O:5])=[O:4].[NH:17]1[C:25]2[C:20](=[CH:21][CH:22]=[CH:23][CH:24]=2)[C:19]([CH:26]=O)=[CH:18]1.